Dataset: NCI-60 drug combinations with 297,098 pairs across 59 cell lines. Task: Regression. Given two drug SMILES strings and cell line genomic features, predict the synergy score measuring deviation from expected non-interaction effect. (1) Drug 1: C1CN1C2=NC(=NC(=N2)N3CC3)N4CC4. Drug 2: C1=NC2=C(N1)C(=S)N=C(N2)N. Cell line: NCIH23. Synergy scores: CSS=81.3, Synergy_ZIP=-3.18, Synergy_Bliss=-1.90, Synergy_Loewe=-1.72, Synergy_HSA=2.99. (2) Drug 2: C1CN(CCN1C(=O)CCBr)C(=O)CCBr. Synergy scores: CSS=16.8, Synergy_ZIP=-8.51, Synergy_Bliss=-4.34, Synergy_Loewe=-3.06, Synergy_HSA=-1.71. Cell line: HOP-92. Drug 1: C1CC(C1)(C(=O)O)C(=O)O.[NH2-].[NH2-].[Pt+2]. (3) Drug 1: COC1=C(C=C2C(=C1)N=CN=C2NC3=CC(=C(C=C3)F)Cl)OCCCN4CCOCC4. Drug 2: C1=C(C(=O)NC(=O)N1)F. Cell line: 786-0. Synergy scores: CSS=29.2, Synergy_ZIP=-2.02, Synergy_Bliss=-3.33, Synergy_Loewe=1.31, Synergy_HSA=2.57.